The task is: Predict the reaction yield, written as a fraction of the theoretical maximum amount of product (1.0 means a 100% yield; for example, 0.34 means a 34% yield).. This data is from Reaction yield outcomes from USPTO patents with 853,638 reactions. (1) The reactants are [CH3:1][O:2][CH2:3][CH:4]([NH2:7])[CH2:5][CH3:6].C([O-])([O-])=O.[K+].[K+].[C:14](Cl)([O:16][CH2:17][C:18]1[CH:23]=[CH:22][CH:21]=[CH:20][CH:19]=1)=[O:15]. The catalyst is O1CCOCC1. The product is [CH2:17]([O:16][C:14](=[O:15])[NH:7][CH:4]([CH2:3][O:2][CH3:1])[CH2:5][CH3:6])[C:18]1[CH:23]=[CH:22][CH:21]=[CH:20][CH:19]=1. The yield is 0.760. (2) The reactants are [CH2:1]([C:8]1[CH:13]=[CH:12][N:11]2[N:14]=[C:15]([C:28]3[CH:33]=[CH:32][CH:31]=[CH:30][N:29]=3)[C:16]([C:17]3[C:26]4[C:21](=[CH:22][C:23](Br)=[CH:24][CH:25]=4)[N:20]=[CH:19][CH:18]=3)=[C:10]2[CH:9]=1)[C:2]1[CH:7]=[CH:6][CH:5]=[CH:4][CH:3]=1.[C:34]1(P(C2C=CC=CC=2)C2C=CC=CC=2)C=CC=CC=1.[C:53]([O-:56])(=[O:55])C.[Na+].[C]=O. The catalyst is CN(C=O)C.CO.C([O-])(=O)C.[Pd+2].C([O-])(=O)C. The product is [CH3:34][O:56][C:53]([C:23]1[CH:22]=[C:21]2[C:26]([C:17]([C:16]3[C:15]([C:28]4[CH:33]=[CH:32][CH:31]=[CH:30][N:29]=4)=[N:14][N:11]4[CH:12]=[CH:13][C:8]([CH2:1][C:2]5[CH:3]=[CH:4][CH:5]=[CH:6][CH:7]=5)=[CH:9][C:10]=34)=[CH:18][CH:19]=[N:20]2)=[CH:25][CH:24]=1)=[O:55]. The yield is 0.750. (3) The reactants are [C:1]([O:9][C@H:10]1[C@@H:15]([O:16][C:17](=[O:24])[C:18]2[CH:23]=[CH:22][CH:21]=[CH:20][CH:19]=2)[C@H:14]2[CH2:25][C@@H:11]1[C:12](=[O:33])[N:13]2[C:26]([O:28][C:29]([CH3:32])([CH3:31])[CH3:30])=[O:27])(=[O:8])[C:2]1[CH:7]=[CH:6][CH:5]=[CH:4][CH:3]=1.[BH4-].[Na+]. The catalyst is CO. The product is [C:1]([O:9][C@@H:10]1[C@@H:11]([CH2:12][OH:33])[CH2:25][C@@H:14]([NH:13][C:26]([O:28][C:29]([CH3:32])([CH3:31])[CH3:30])=[O:27])[C@@H:15]1[O:16][C:17](=[O:24])[C:18]1[CH:19]=[CH:20][CH:21]=[CH:22][CH:23]=1)(=[O:8])[C:2]1[CH:3]=[CH:4][CH:5]=[CH:6][CH:7]=1. The yield is 0.800. (4) The product is [Cl:32][C:18]1[C:19]([NH:21][C:22]2[CH:31]=[CH:30][CH:29]=[CH:28][C:23]=2[C:24]([NH:26][CH3:27])=[O:25])=[N:20][C:15]([NH:1][C:2]2[CH:13]=[CH:12][C:5]3[C:6](=[O:11])[NH:7][CH2:8][CH2:9][O:10][C:4]=3[CH:3]=2)=[N:16][CH:17]=1. The yield is 0.740. No catalyst specified. The reactants are [NH2:1][C:2]1[CH:13]=[CH:12][C:5]2[C:6](=[O:11])[NH:7][CH2:8][CH2:9][O:10][C:4]=2[CH:3]=1.Cl[C:15]1[N:20]=[C:19]([NH:21][C:22]2[CH:31]=[CH:30][CH:29]=[CH:28][C:23]=2[C:24]([NH:26][CH3:27])=[O:25])[C:18]([Cl:32])=[CH:17][N:16]=1.Cl.O1CCOCC1.O. (5) The reactants are [CH3:1][N:2]1[CH2:7][CH2:6][N:5]([C:8]([C:10]2[CH:15]=[CH:14][CH:13]=[C:12]([C:16]3[C:25]4[C:20](=[CH:21][CH:22]=[C:23](B5OC(C)(C)C(C)(C)O5)[CH:24]=4)[N:19]=[CH:18][N:17]=3)[CH:11]=2)=[O:9])[CH2:4][CH2:3]1.Br[C:36]1[CH:37]=[CH:38][C:39]([O:45][CH3:46])=[C:40]([CH:44]=1)[C:41]([OH:43])=[O:42].COCCOC.C([O-])([O-])=O.[Na+].[Na+]. The product is [CH3:46][O:45][C:39]1[CH:38]=[CH:37][C:36]([C:23]2[CH:24]=[C:25]3[C:20](=[CH:21][CH:22]=2)[N:19]=[CH:18][N:17]=[C:16]3[C:12]2[CH:13]=[CH:14][CH:15]=[C:10]([C:8]([N:5]3[CH2:6][CH2:7][N:2]([CH3:1])[CH2:3][CH2:4]3)=[O:9])[CH:11]=2)=[CH:44][C:40]=1[C:41]([OH:43])=[O:42]. The catalyst is CCOC(C)=O.C1C=CC([P]([Pd]([P](C2C=CC=CC=2)(C2C=CC=CC=2)C2C=CC=CC=2)([P](C2C=CC=CC=2)(C2C=CC=CC=2)C2C=CC=CC=2)[P](C2C=CC=CC=2)(C2C=CC=CC=2)C2C=CC=CC=2)(C2C=CC=CC=2)C2C=CC=CC=2)=CC=1. The yield is 0.150. (6) The reactants are [CH:1]1([C:4]2[C:5]([NH:24][S:25]([CH3:28])(=[O:27])=[O:26])=[CH:6][C:7]3[O:11][C:10]([C:12]4[CH:17]=[CH:16][C:15]([F:18])=[CH:14][CH:13]=4)=[C:9]([C:19]([NH:21][CH3:22])=[O:20])[C:8]=3[CH:23]=2)[CH2:3][CH2:2]1.C[Si]([N-][Si](C)(C)C)(C)C.[Li+].[Br:39][C:40]1[CH:41]=[CH:42][C:43](F)=[N:44][CH:45]=1. The catalyst is CN(C)C=O.O. The product is [Br:39][C:40]1[CH:41]=[CH:42][C:43]([N:24]([C:5]2[C:4]([CH:1]3[CH2:3][CH2:2]3)=[CH:23][C:8]3[C:9]([C:19]([NH:21][CH3:22])=[O:20])=[C:10]([C:12]4[CH:17]=[CH:16][C:15]([F:18])=[CH:14][CH:13]=4)[O:11][C:7]=3[CH:6]=2)[S:25]([CH3:28])(=[O:27])=[O:26])=[N:44][CH:45]=1. The yield is 0.775. (7) The reactants are N1C=CC=CC=1.[Cl:7][C:8]1[C:9]([CH:15]([S:24]([C:27]2[CH:32]=[CH:31][C:30]([Cl:33])=[CH:29][CH:28]=2)(=[O:26])=[O:25])[C:16]2[CH:21]=[C:20]([F:22])[CH:19]=[CH:18][C:17]=2[F:23])=[CH:10][C:11]([NH2:14])=[N:12][CH:13]=1.[N:34]1([S:40](Cl)(=[O:42])=[O:41])[CH2:39][CH2:38][CH2:37][CH2:36][CH2:35]1.CCCCCC. The catalyst is C(OCC)(=O)C. The product is [Cl:7][C:8]1[C:9]([CH:15]([S:24]([C:27]2[CH:32]=[CH:31][C:30]([Cl:33])=[CH:29][CH:28]=2)(=[O:26])=[O:25])[C:16]2[CH:21]=[C:20]([F:22])[CH:19]=[CH:18][C:17]=2[F:23])=[CH:10][C:11]([NH:14][S:40]([N:34]2[CH2:39][CH2:38][CH2:37][CH2:36][CH2:35]2)(=[O:42])=[O:41])=[N:12][CH:13]=1. The yield is 0.470. (8) The yield is 0.700. The catalyst is CCCCO. The reactants are C(OC(=O)[NH:7][CH2:8][CH2:9][NH:10][C:11]1[N:20]=[C:19]([N:21]([C:23]2[CH:28]=[CH:27][C:26]([O:29][CH3:30])=[CH:25][CH:24]=2)[CH3:22])[C:18]2[C:13](=[CH:14][CH:15]=[C:16]([O:31][CH3:32])[CH:17]=2)[N:12]=1)(C)(C)C.ClC1N=C(N(C2C=CC(OC)=CC=2)C)C2C(=CC=C(OC)C=2)N=1.C(OC(=O)NCCN)(C)(C)C.C(N(C(C)C)CC)(C)C. The product is [NH2:7][CH2:8][CH2:9][NH:10][C:11]1[N:20]=[C:19]([N:21]([C:23]2[CH:24]=[CH:25][C:26]([O:29][CH3:30])=[CH:27][CH:28]=2)[CH3:22])[C:18]2[C:13](=[CH:14][CH:15]=[C:16]([O:31][CH3:32])[CH:17]=2)[N:12]=1.